Regression. Given a peptide amino acid sequence and an MHC pseudo amino acid sequence, predict their binding affinity value. This is MHC class I binding data. From a dataset of Peptide-MHC class I binding affinity with 185,985 pairs from IEDB/IMGT. (1) The peptide sequence is IVPSHISSLI. The MHC is H-2-Db with pseudo-sequence H-2-Db. The binding affinity (normalized) is 0.0922. (2) The peptide sequence is VEIEVLGKRI. The MHC is Mamu-A11 with pseudo-sequence Mamu-A11. The binding affinity (normalized) is 0.447. (3) The peptide sequence is GMNPYHLAA. The MHC is HLA-A02:03 with pseudo-sequence HLA-A02:03. The binding affinity (normalized) is 1.00.